This data is from Forward reaction prediction with 1.9M reactions from USPTO patents (1976-2016). The task is: Predict the product of the given reaction. (1) Given the reactants [Cl:1][CH2:2][CH2:3][CH2:4][C:5]([C:7]1[CH:12]=[CH:11][C:10]([Cl:13])=[CH:9][C:8]=1[Cl:14])=[O:6].[Br:15]Br.[OH-].[Na+].OS([O-])=O.[Na+], predict the reaction product. The product is: [Br:15][CH:4]([CH2:3][CH2:2][Cl:1])[C:5]([C:7]1[CH:12]=[CH:11][C:10]([Cl:13])=[CH:9][C:8]=1[Cl:14])=[O:6]. (2) Given the reactants [C:1]1([C:7]2[C:8](O)=[N:9][C:10]3[C:15]([N:16]=2)=[CH:14][CH:13]=[CH:12][CH:11]=3)[CH:6]=[CH:5][CH:4]=[CH:3][CH:2]=1.F[P-](F)(F)(F)(F)F.Br[P+](N1CCCC1)(N1CCCC1)N1CCCC1.C(N(CC)CC)C.[N:49]1[C:58]2[C:53](=[CH:54][CH:55]=[CH:56][CH:57]=2)[C:52](B(O)O)=[CH:51][CH:50]=1.C(=O)([O-])[O-].[Na+].[Na+], predict the reaction product. The product is: [C:1]1([C:7]2[C:8]([C:52]3[C:53]4[C:58](=[CH:57][CH:56]=[CH:55][CH:54]=4)[N:49]=[CH:50][CH:51]=3)=[N:9][C:10]3[C:15](=[CH:14][CH:13]=[CH:12][CH:11]=3)[N:16]=2)[CH:6]=[CH:5][CH:4]=[CH:3][CH:2]=1.